Dataset: Forward reaction prediction with 1.9M reactions from USPTO patents (1976-2016). Task: Predict the product of the given reaction. (1) Given the reactants C(OC([N:8]1[CH2:13][CH2:12][CH:11]([NH:14][C:15]2[N:20]=[C:19]([C:21]([F:24])([F:23])[F:22])[C:18]([C:25](=[O:38])[NH:26][C:27]3[CH:32]=[CH:31][C:30]([O:33][C:34]([F:37])([F:36])[F:35])=[CH:29][CH:28]=3)=[CH:17][N:16]=2)[CH2:10][CH2:9]1)=O)(C)(C)C.[ClH:39], predict the reaction product. The product is: [ClH:39].[ClH:39].[F:37][C:34]([F:35])([F:36])[O:33][C:30]1[CH:31]=[CH:32][C:27]([NH:26][C:25]([C:18]2[C:19]([C:21]([F:22])([F:23])[F:24])=[N:20][C:15]([NH:14][CH:11]3[CH2:12][CH2:13][NH:8][CH2:9][CH2:10]3)=[N:16][CH:17]=2)=[O:38])=[CH:28][CH:29]=1. (2) Given the reactants C[O:2][C:3](=[O:19])[C@H:4]([CH2:17][OH:18])[NH:5][C:6](=[O:16])[CH2:7][C:8]1[CH:13]=[C:12]([F:14])[CH:11]=[C:10]([F:15])[CH:9]=1.[OH-].[Li+].Cl, predict the reaction product. The product is: [F:14][C:12]1[CH:13]=[C:8]([CH2:7][C:6]([NH:5][C@H:4]([C:3]([OH:19])=[O:2])[CH2:17][OH:18])=[O:16])[CH:9]=[C:10]([F:15])[CH:11]=1. (3) Given the reactants [Br:1][C:2]1[CH:3]=[CH:4][C:5]2=[C:6]([CH:15]=1)[O:7][CH2:8][CH2:9][C:10]([CH:13]=O)=[C:11]2Cl.C(=O)([O-])[O-].[K+].[K+].[C:22]([O:26][CH3:27])(=[O:25])[CH2:23][SH:24], predict the reaction product. The product is: [Br:1][C:2]1[CH:3]=[CH:4][C:5]2[C:11]3[S:24][C:23]([C:22]([O:26][CH3:27])=[O:25])=[CH:13][C:10]=3[CH2:9][CH2:8][O:7][C:6]=2[CH:15]=1. (4) Given the reactants [C:1]([O:5][C:6]([N:8]1[CH2:13][CH2:12][CH:11]([CH2:14][C:15]([OH:17])=O)[CH2:10][CH2:9]1)=[O:7])([CH3:4])([CH3:3])[CH3:2].C(Cl)CCl.[F:22][C:23]1[CH:24]=[C:25]([CH:28]=[CH:29][C:30]=1[F:31])[CH2:26][NH2:27].C([O-])([O-])=O.[Na+].[Na+], predict the reaction product. The product is: [C:1]([O:5][C:6]([N:8]1[CH2:9][CH2:10][CH:11]([CH2:14][C:15]([NH:27][CH2:26][C:25]2[CH:28]=[CH:29][C:30]([F:31])=[C:23]([F:22])[CH:24]=2)=[O:17])[CH2:12][CH2:13]1)=[O:7])([CH3:2])([CH3:3])[CH3:4]. (5) Given the reactants N#N.CC1[N:5]([C:10]2[CH:15]=[C:14]([CH3:16])[CH:13]=[C:12]([C:17]3[CH:22]=[CH:21][C:20]([CH2:23][CH2:24][N:25]4[CH2:30][CH2:29][N:28]([CH2:31][CH2:32][C:33]5[CH:38]=[CH:37][CH:36]=[CH:35][CH:34]=5)[CH2:27][CH2:26]4)=[CH:19][CH:18]=3)[N:11]=2)C(C)=CC=1.Cl.NO.[2H]C(Cl)(Cl)Cl.CO[2H], predict the reaction product. The product is: [CH2:31]([N:28]1[CH2:27][CH2:26][N:25]([CH2:24][CH2:23][C:20]2[CH:21]=[CH:22][C:17]([C:12]3[N:11]=[C:10]([NH2:5])[CH:15]=[C:14]([CH3:16])[CH:13]=3)=[CH:18][CH:19]=2)[CH2:30][CH2:29]1)[CH2:32][C:33]1[CH:34]=[CH:35][CH:36]=[CH:37][CH:38]=1. (6) Given the reactants [CH3:1][O:2][C:3]([C:5]1[CH:14]=[C:13]2[C:8]([CH:9]([NH2:15])[CH2:10][CH2:11][S:12]2)=[CH:7][C:6]=1[O:16][CH3:17])=[O:4].C(=O)([O-])[O-].[K+].[K+].[C:24]([O:28][C:29](O[C:29]([O:28][C:24]([CH3:27])([CH3:26])[CH3:25])=[O:30])=[O:30])([CH3:27])([CH3:26])[CH3:25], predict the reaction product. The product is: [CH3:1][O:2][C:3]([C:5]1[CH:14]=[C:13]2[C:8]([CH:9]([NH:15][C:29]([O:28][C:24]([CH3:27])([CH3:26])[CH3:25])=[O:30])[CH2:10][CH2:11][S:12]2)=[CH:7][C:6]=1[O:16][CH3:17])=[O:4]. (7) Given the reactants Br[CH2:2][CH2:3][CH2:4][CH2:5][CH2:6][CH2:7][CH2:8][CH2:9][CH2:10][CH2:11][CH2:12][CH2:13][CH2:14][CH2:15][CH2:16][CH3:17].[CH2:18]([NH2:36])[CH2:19][CH2:20][CH2:21][CH2:22][CH2:23][CH2:24][CH2:25]/[CH:26]=[CH:27]\[CH2:28][CH2:29][CH2:30][CH2:31][CH2:32][CH2:33][CH2:34][CH3:35].[OH-].[Na+], predict the reaction product. The product is: [CH2:2]([CH2:35][CH2:34][CH2:33][CH2:32][CH2:31][CH2:30][CH2:29][CH2:28]/[CH:27]=[CH:26]\[CH2:25][CH2:24][CH2:23][CH2:22][CH2:21][CH2:20][CH2:19][CH2:18][NH2:36])[CH2:3][CH2:4][CH2:5][CH2:6][CH2:7][CH2:8][CH2:9][CH2:10][CH2:11][CH2:12][CH2:13][CH2:14][CH2:15][CH2:16][CH3:17]. (8) Given the reactants [N:1]([CH:4]1[C:10](=[O:11])[NH:9][C:8]2[CH:12]=[CH:13][C:14]([N:16]3[CH2:20][C@H:19]([CH2:21][O:22][C:23](=[O:27])[CH2:24][CH2:25][CH3:26])[O:18][C:17]3=[O:28])=[CH:15][C:7]=2[CH2:6][CH2:5]1)=[N+]=[N-], predict the reaction product. The product is: [NH2:1][CH:4]1[C:10](=[O:11])[NH:9][C:8]2[CH:12]=[CH:13][C:14]([N:16]3[CH2:20][C@H:19]([CH2:21][O:22][C:23](=[O:27])[CH2:24][CH2:25][CH3:26])[O:18][C:17]3=[O:28])=[CH:15][C:7]=2[CH2:6][CH2:5]1. (9) Given the reactants [C:1](#[N:3])C.II.[CH3:6][O:7][C:8]1[CH:23]=[CH:22][C:11]2[CH2:12][C@@:13]3([CH3:21])[C@H:18]([C:19](=[CH2:20])[C:10]=2[CH:9]=1)[CH2:17][O:16][CH2:15][CH2:14]3.[NH4+:24].[OH-:25], predict the reaction product. The product is: [CH3:6][O:7][C:8]1[CH:23]=[CH:22][C:11]2[CH2:12][C@@:13]3([CH3:21])[C@H:18]([C:19]4([CH2:20][O:25][C:1]([NH2:3])=[N:24]4)[C:10]=2[CH:9]=1)[CH2:17][O:16][CH2:15][CH2:14]3. (10) Given the reactants [CH:1]1([C:4]([NH:6][C:7]2[CH:12]=[C:11]([O:13][C:14]3[CH:23]=[C:22]4[C:17]([CH2:18][CH2:19][CH:20]([C:24](O)=[O:25])[CH2:21]4)=[CH:16][CH:15]=3)[CH:10]=[CH:9][N:8]=2)=[O:5])[CH2:3][CH2:2]1.CCN(C(C)C)C(C)C.CN(C(ON1N=NC2C=CC=NC1=2)=[N+](C)C)C.F[P-](F)(F)(F)(F)F.[NH2:60][C:61]1[CH:62]=[C:63]([CH:73]=[C:74]([C:76]([F:79])([F:78])[F:77])[CH:75]=1)[CH2:64][NH:65][C:66](=[O:72])[O:67][C:68]([CH3:71])([CH3:70])[CH3:69], predict the reaction product. The product is: [CH:1]1([C:4]([NH:6][C:7]2[CH:12]=[C:11]([O:13][C:14]3[CH:23]=[C:22]4[C:17]([CH2:18][CH2:19][CH:20]([C:24]([NH:60][C:61]5[CH:62]=[C:63]([CH:73]=[C:74]([C:76]([F:77])([F:78])[F:79])[CH:75]=5)[CH2:64][NH:65][C:66](=[O:72])[O:67][C:68]([CH3:71])([CH3:70])[CH3:69])=[O:25])[CH2:21]4)=[CH:16][CH:15]=3)[CH:10]=[CH:9][N:8]=2)=[O:5])[CH2:2][CH2:3]1.